This data is from Full USPTO retrosynthesis dataset with 1.9M reactions from patents (1976-2016). The task is: Predict the reactants needed to synthesize the given product. (1) Given the product [F:23][C:17]1[CH:16]=[C:15]([C:6]2[CH:7]=[CH:8][C:3]([C:2]([F:13])([F:12])[F:1])=[CH:4][CH:5]=2)[CH:22]=[CH:21][C:18]=1[CH:19]=[O:20], predict the reactants needed to synthesize it. The reactants are: [F:1][C:2]([F:13])([F:12])[C:3]1[CH:8]=[CH:7][C:6](B(O)O)=[CH:5][CH:4]=1.Br[C:15]1[CH:22]=[CH:21][C:18]([CH:19]=[O:20])=[C:17]([F:23])[CH:16]=1.C(=O)([O-])[O-].[K+].[K+].CCOC(C)=O.CCCCCC. (2) The reactants are: Cl[C:2]([C:4]1[CH:19]=[CH:18][C:7]([CH2:8][C:9]2[CH:14]=[CH:13][C:12]([N+:15]([O-:17])=[O:16])=[CH:11][CH:10]=2)=[CH:6][CH:5]=1)=[O:3].[NH:20]1[CH2:24][CH2:23][CH2:22][CH2:21]1. Given the product [N:20]1([C:2]([C:4]2[CH:19]=[CH:18][C:7]([CH2:8][C:9]3[CH:14]=[CH:13][C:12]([N+:15]([O-:17])=[O:16])=[CH:11][CH:10]=3)=[CH:6][CH:5]=2)=[O:3])[CH2:24][CH2:23][CH2:22][CH2:21]1, predict the reactants needed to synthesize it. (3) Given the product [Br:1][C:2]1[CH:3]=[C:4]2[C:15]([C:12]3[CH:13]=[CH:14][O:10][CH:11]=3)=[C:16]([Si:17]([CH3:18])([CH3:20])[CH3:19])[NH:8][C:5]2=[N:6][CH:7]=1, predict the reactants needed to synthesize it. The reactants are: [Br:1][C:2]1[CH:3]=[C:4](I)[C:5]([NH2:8])=[N:6][CH:7]=1.[O:10]1[CH:14]=[CH:13][C:12]([C:15]#[C:16][Si:17]([CH3:20])([CH3:19])[CH3:18])=[CH:11]1.[Li+].[Cl-].CC([O-])=O.[K+]. (4) Given the product [C:50]([C:48]1[CH:49]=[C:45]([NH:44][C:43]([NH:32][C@@H:25]2[C:26]3[C:31](=[CH:30][CH:29]=[CH:28][CH:27]=3)[C@H:22]([O:21][C:18]3[CH:19]=[CH:20][C:15]4[N:16]([C:12]([N:9]5[CH2:8][CH2:7][CH:6]([O:5][Si:4]([CH:1]([CH3:2])[CH3:3])([CH:36]([CH3:38])[CH3:37])[CH:33]([CH3:35])[CH3:34])[C@@H:10]5[CH3:11])=[N:13][N:14]=4)[CH:17]=3)[CH2:23][CH2:24]2)=[O:42])[N:46]([C:54]2[CH:59]=[CH:58][C:57]([CH3:60])=[CH:56][CH:55]=2)[N:47]=1)([CH3:53])([CH3:51])[CH3:52], predict the reactants needed to synthesize it. The reactants are: [CH:1]([Si:4]([CH:36]([CH3:38])[CH3:37])([CH:33]([CH3:35])[CH3:34])[O:5][CH2:6][C@H:7]1[CH2:11][CH2:10][N:9]([C:12]2[N:16]3[CH:17]=[C:18]([O:21][C@H:22]4[C:31]5[C:26](=[CH:27][CH:28]=[CH:29][CH:30]=5)[C@@H:25]([NH2:32])[CH2:24][CH2:23]4)[CH:19]=[CH:20][C:15]3=[N:14][N:13]=2)[CH2:8]1)([CH3:3])[CH3:2].ClC(Cl)(Cl)C[O:42][C:43](=O)[NH:44][C:45]1[N:46]([C:54]2[CH:59]=[CH:58][C:57]([CH3:60])=[CH:56][CH:55]=2)[N:47]=[C:48]([C:50]([CH3:53])([CH3:52])[CH3:51])[CH:49]=1.CCN(C(C)C)C(C)C. (5) Given the product [C:20]([O:19][C:18]([NH:17][CH2:16][CH2:15][CH2:14][N:12]1[CH:13]=[C:9]([CH2:8][O:7][C:6]2[CH:25]=[C:26]([C:29]([N:30]([CH2:31][C:32]3[C:33]4[C:38](=[CH:37][CH:36]=[CH:35][CH:34]=4)[C:39]([CH2:46][N:47]([CH2:70][C:71]4[CH:76]=[CH:75][CH:74]=[CH:73][C:72]=4[B:77]([OH:78])[OH:82])[CH3:48])=[C:40]4[C:45]=3[CH:44]=[CH:43][CH:42]=[CH:41]4)[CH3:49])=[O:50])[CH:27]=[CH:28][C:5]=2[C:3]([N:2]([CH2:51][C:52]2[C:65]3[C:60](=[CH:61][CH:62]=[CH:63][CH:64]=3)[C:59]([CH2:66][N:67]([CH2:70][C:71]3[CH:76]=[CH:75][CH:74]=[CH:73][C:72]=3[B:77]([OH:82])[OH:78])[CH3:68])=[C:58]3[C:53]=2[CH:54]=[CH:55][CH:56]=[CH:57]3)[CH3:1])=[O:4])[N:10]=[N:11]1)=[O:24])([CH3:23])([CH3:22])[CH3:21], predict the reactants needed to synthesize it. The reactants are: [CH3:1][N:2]([CH2:51][C:52]1[C:53]2[C:58]([C:59]([CH2:66][NH:67][CH3:68])=[C:60]3[C:65]=1[CH:64]=[CH:63][CH:62]=[CH:61]3)=[CH:57][CH:56]=[CH:55][CH:54]=2)[C:3]([C:5]1[CH:28]=[CH:27][C:26]([C:29](=[O:50])[N:30]([CH3:49])[CH2:31][C:32]2[C:33]3[C:38]([C:39]([CH2:46][NH:47][CH3:48])=[C:40]4[C:45]=2[CH:44]=[CH:43][CH:42]=[CH:41]4)=[CH:37][CH:36]=[CH:35][CH:34]=3)=[CH:25][C:6]=1[O:7][CH2:8][C:9]1[N:10]=[N:11][N:12]([CH2:14][CH2:15][CH2:16][NH:17][C:18](=[O:24])[O:19][C:20]([CH3:23])([CH3:22])[CH3:21])[CH:13]=1)=[O:4].Br[CH2:70][C:71]1[CH:76]=[CH:75][CH:74]=[CH:73][C:72]=1[B:77]1[O:82]CC(C)(C)C[O:78]1.C([O-])([O-])=O.[K+].[K+].[Na+].[I-]. (6) Given the product [Cl:1][C:2]1[C:3]([C:9]#[N:10])=[N:4][CH:5]=[C:6]([C:12]#[C:11][C:13]2[C:18]([CH3:19])=[CH:17][C:16]([CH3:20])=[CH:15][C:14]=2[CH3:21])[CH:7]=1, predict the reactants needed to synthesize it. The reactants are: [Cl:1][C:2]1[C:3]([C:9]#[N:10])=[N:4][CH:5]=[C:6](Cl)[CH:7]=1.[C:11]([C:13]1[C:18]([CH3:19])=[CH:17][C:16]([CH3:20])=[CH:15][C:14]=1[CH3:21])#[CH:12].C(N(CC)CC)C. (7) Given the product [F:28][C:25]1[CH:24]=[N:23][C:22]([NH:21][C:19]2[S:18][C:15]3[CH2:16][CH2:17][N:11]([CH2:10][CH2:9][OH:8])[C:12]4=[N:31][N:30]([CH2:32][C:33]5[CH:38]=[CH:37][C:36]([O:39][CH3:40])=[CH:35][CH:34]=5)[CH:29]=[C:13]4[C:14]=3[N:20]=2)=[N:27][CH:26]=1, predict the reactants needed to synthesize it. The reactants are: [Si]([O:8][CH2:9][CH2:10][N:11]1[CH2:17][CH2:16][C:15]2[S:18][C:19]([NH:21][C:22]3[N:27]=[CH:26][C:25]([F:28])=[CH:24][N:23]=3)=[N:20][C:14]=2[C:13]2=[CH:29][N:30]([CH2:32][C:33]3[CH:38]=[CH:37][C:36]([O:39][CH3:40])=[CH:35][CH:34]=3)[N:31]=[C:12]12)(C(C)(C)C)(C)C.Cl. (8) Given the product [CH3:8][N:7]([CH2:9][C:10]1[CH:14]=[C:13]([C:28]2[CH:29]=[CH:30][CH:31]=[CH:32][C:27]=2[CH3:26])[N:12]([S:16]([C:19]2[CH:20]=[N:21][CH:22]=[CH:23][CH:24]=2)(=[O:18])=[O:17])[CH:11]=1)[C:6](=[O:25])[O:5][C:1]([CH3:4])([CH3:3])[CH3:2], predict the reactants needed to synthesize it. The reactants are: [C:1]([O:5][C:6](=[O:25])[N:7]([CH2:9][C:10]1[CH:14]=[C:13](Br)[N:12]([S:16]([C:19]2[CH:20]=[N:21][CH:22]=[CH:23][CH:24]=2)(=[O:18])=[O:17])[CH:11]=1)[CH3:8])([CH3:4])([CH3:3])[CH3:2].[CH3:26][C:27]1[CH:32]=[CH:31][CH:30]=[CH:29][C:28]=1B(O)O.C(=O)([O-])[O-].[Na+].[Na+].